The task is: Predict which catalyst facilitates the given reaction.. This data is from Catalyst prediction with 721,799 reactions and 888 catalyst types from USPTO. (1) Reactant: N(C(OC(C)C)=O)=NC(OC(C)C)=O.[Cl:15][C:16]1[C:17]([C:40]2[N:44]=[CH:43][NH:42][N:41]=2)=[C:18]([NH:21][C:22](=[O:39])[CH2:23][N:24]2[C:33]3[C:28](=[CH:29][C:30]([C:34]([F:37])([F:36])[F:35])=[CH:31][CH:32]=3)[CH:27]=[CH:26][C:25]2=[O:38])[S:19][CH:20]=1.C1(P(C2C=CC=CC=2)C2C=CC=CC=2)C=CC=CC=1.[CH3:64][N:65]([CH3:70])[CH2:66][CH2:67][CH2:68]O. Product: [Cl:15][C:16]1[C:17]([C:40]2[N:44]=[CH:43][N:42]([CH2:68][CH2:67][CH2:66][N:65]([CH3:70])[CH3:64])[N:41]=2)=[C:18]([NH:21][C:22](=[O:39])[CH2:23][N:24]2[C:33]3[C:28](=[CH:29][C:30]([C:34]([F:37])([F:36])[F:35])=[CH:31][CH:32]=3)[CH:27]=[CH:26][C:25]2=[O:38])[S:19][CH:20]=1. The catalyst class is: 7. (2) Reactant: [C:1]([O:5][C:6]([N-:8][S:9]([N:12]1[CH:17]=[CH:16][C:15](=[N+](C)C)[CH:14]=C1)(=[O:11])=[O:10])=[O:7])([CH3:4])([CH3:3])[CH3:2].N1CCCC1. Product: [C:1]([O:5][C:6]([NH:8][S:9]([N:12]1[CH2:17][CH2:16][CH2:15][CH2:14]1)(=[O:10])=[O:11])=[O:7])([CH3:2])([CH3:3])[CH3:4]. The catalyst class is: 2.